From a dataset of Peptide-MHC class I binding affinity with 185,985 pairs from IEDB/IMGT. Regression. Given a peptide amino acid sequence and an MHC pseudo amino acid sequence, predict their binding affinity value. This is MHC class I binding data. (1) The peptide sequence is AADFPGIAR. The MHC is HLA-B08:03 with pseudo-sequence HLA-B08:03. The binding affinity (normalized) is 0.0847. (2) The peptide sequence is PHPVVVRTL. The MHC is HLA-B15:01 with pseudo-sequence HLA-B15:01. The binding affinity (normalized) is 0.385.